The task is: Predict the reactants needed to synthesize the given product.. This data is from Full USPTO retrosynthesis dataset with 1.9M reactions from patents (1976-2016). (1) Given the product [Br:1][C:2]1[CH:7]=[CH:6][C:5]([C@@H:8]([C:19]2[CH:24]=[CH:23][CH:22]=[CH:21][C:20]=2[CH3:25])[CH2:9][C:10]([C:12]2[C:13](=[O:18])[N:14]([CH3:28])[N:15]=[CH:16][CH:17]=2)=[O:11])=[CH:4][CH:3]=1, predict the reactants needed to synthesize it. The reactants are: [Br:1][C:2]1[CH:7]=[CH:6][C:5]([C@@H:8]([C:19]2[CH:24]=[CH:23][CH:22]=[CH:21][C:20]=2[CH3:25])[CH2:9][C:10]([C:12]2[C:13](=[O:18])[NH:14][N:15]=[CH:16][CH:17]=2)=[O:11])=[CH:4][CH:3]=1.IC.[C:28](=O)([O-])[O-].[K+].[K+]. (2) Given the product [CH2:1]([N:3]1[CH2:4][CH:5]=[C:6]([C:9]2[CH:14]=[CH:13][CH:12]=[C:11]([S:18]([CH3:25])(=[O:22])=[O:19])[C:10]=2[F:17])[CH2:7][CH2:8]1)[CH3:2], predict the reactants needed to synthesize it. The reactants are: [CH2:1]([N:3]1[CH2:8][CH:7]=[C:6]([C:9]2[CH:14]=[CH:13][CH:12]=[C:11](SC)[C:10]=2[F:17])[CH2:5][CH2:4]1)[CH3:2].[S:18](=[O:22])(=O)(O)[OH:19].OO.[C:25](OCC)(=O)C.CO. (3) Given the product [NH2:1][C:2]1[C:3](=[O:17])[N:4]([CH3:16])[CH2:5][C:6]([C:9]2[CH:14]=[CH:13][CH:12]=[C:11]([C:22]3[CH:23]=[N:24][CH:25]=[C:20]([O:19][CH3:18])[CH:21]=3)[CH:10]=2)([CH3:8])[N:7]=1, predict the reactants needed to synthesize it. The reactants are: [NH2:1][C:2]1[C:3](=[O:17])[N:4]([CH3:16])[CH2:5][C:6]([C:9]2[CH:14]=[CH:13][CH:12]=[C:11](Br)[CH:10]=2)([CH3:8])[N:7]=1.[CH3:18][O:19][C:20]1[CH:21]=[C:22](B(O)O)[CH:23]=[N:24][CH:25]=1.C([O-])([O-])=O.[K+].[K+]. (4) Given the product [NH2:1][C:2]1[CH:3]=[C:4]([CH3:9])[C:5]([C:21]2[CH:22]=[CH:23][C:18]([C:16]#[N:17])=[CH:19][CH:20]=2)=[N:6][CH:7]=1, predict the reactants needed to synthesize it. The reactants are: [NH2:1][C:2]1[CH:3]=[C:4]([CH3:9])[C:5](Cl)=[N:6][CH:7]=1.C([O-])([O-])=O.[Na+].[Na+].[C:16]([C:18]1[CH:23]=[CH:22][C:21](B(O)O)=[CH:20][CH:19]=1)#[N:17]. (5) Given the product [CH:2]([C:3]1[CH:9]=[C:8]([CH2:7][OH:10])[O:5][N:4]=1)([CH3:6])[CH3:1], predict the reactants needed to synthesize it. The reactants are: [CH3:1][CH:2]([CH3:6])[CH:3]=[N:4][OH:5].[CH2:7]([OH:10])[C:8]#[CH:9]. (6) The reactants are: C1C(=O)N([Br:8])C(=O)C1.[F:9][C:10]1[CH:18]=[CH:17][C:13]([C:14]([OH:16])=[O:15])=[CH:12][C:11]=1[N+:19]([O-:21])=[O:20]. Given the product [Br:8][C:18]1[CH:17]=[C:13]([CH:12]=[C:11]([N+:19]([O-:21])=[O:20])[C:10]=1[F:9])[C:14]([OH:16])=[O:15], predict the reactants needed to synthesize it. (7) Given the product [Br:1][C:2]1[CH:3]=[C:4]([CH:5]=[C:6]([F:8])[CH:7]=1)[O:9][CH2:10][CH:11]([CH3:14])[CH2:12][OH:13], predict the reactants needed to synthesize it. The reactants are: [Br:1][C:2]1[CH:3]=[C:4]([OH:9])[CH:5]=[C:6]([F:8])[CH:7]=1.[CH3:10][CH:11]([CH2:14]O)[CH2:12][OH:13].C1(P(C2C=CC=CC=2)C2C=CC=CC=2)C=CC=CC=1.N(C(OC(C)C)=O)=NC(OC(C)C)=O.